Dataset: Full USPTO retrosynthesis dataset with 1.9M reactions from patents (1976-2016). Task: Predict the reactants needed to synthesize the given product. (1) Given the product [CH3:20][C:19]1[O:18][N:17]=[C:16]([C:21]2[CH:22]=[CH:23][CH:24]=[CH:25][CH:26]=2)[C:15]=1[C:13]1[N:14]=[C:10]([CH2:9][OH:8])[N:11]([C:27]2[CH:32]=[CH:31][C:30]([N+:33]([O-:35])=[O:34])=[CH:29][CH:28]=2)[CH:12]=1, predict the reactants needed to synthesize it. The reactants are: C([O:8][CH2:9][C:10]1[N:11]([C:27]2[CH:32]=[CH:31][C:30]([N+:33]([O-:35])=[O:34])=[CH:29][CH:28]=2)[CH:12]=[C:13]([C:15]2[C:16]([C:21]3[CH:26]=[CH:25][CH:24]=[CH:23][CH:22]=3)=[N:17][O:18][C:19]=2[CH3:20])[N:14]=1)C1C=CC=CC=1.FC(F)(F)C(O)=O.FC(F)(F)S(O)(=O)=O.C(=O)([O-])O.[Na+]. (2) Given the product [C:18]([C:17]1[C:9]([CH2:8][C:5]2[CH:6]=[N:7][C:2]([O:36][CH3:35])=[CH:3][CH:4]=2)=[C:10]2[C:14](=[CH:15][CH:16]=1)[C@H:13]([O:20][C:21]1[CH:22]=[CH:23][C:24]([C@H:27]3[CH2:29][C@@H:28]3[C:30]([OH:32])=[O:31])=[CH:25][CH:26]=1)[CH2:12][CH2:11]2)#[N:19], predict the reactants needed to synthesize it. The reactants are: Cl[C:2]1[N:7]=[CH:6][C:5]([CH2:8][C:9]2[C:17]([C:18]#[N:19])=[CH:16][CH:15]=[C:14]3[C:10]=2[CH2:11][CH2:12][C@H:13]3[O:20][C:21]2[CH:26]=[CH:25][C:24]([C@H:27]3[CH2:29][C@@H:28]3[C:30]([OH:32])=[O:31])=[CH:23][CH:22]=2)=[CH:4][CH:3]=1.[H-].[Na+].[CH3:35][O-:36].[Na+]. (3) Given the product [C:1]([C:5]1[CH:6]=[C:7]([C:11]2([NH2:20])[CH2:19][CH2:18][C:17]3[C:13](=[CH:14][NH:15][N:16]=3)[CH2:12]2)[CH:8]=[CH:9][CH:10]=1)([CH3:4])([CH3:2])[CH3:3], predict the reactants needed to synthesize it. The reactants are: [C:1]([C:5]1[CH:6]=[C:7]([C:11]2([NH:20]C(=O)OC(C)(C)C)[CH2:19][CH2:18][C:17]3[C:13](=[CH:14][NH:15][N:16]=3)[CH2:12]2)[CH:8]=[CH:9][CH:10]=1)([CH3:4])([CH3:3])[CH3:2].Cl.